This data is from Forward reaction prediction with 1.9M reactions from USPTO patents (1976-2016). The task is: Predict the product of the given reaction. (1) Given the reactants Cl[C:2]1[CH:11]=[CH:10][C:9]2[C:4](=[CH:5][CH:6]=[C:7]([Cl:24])[C:8]=2[NH:12][C:13](=[O:23])[CH2:14][C@@H:15]([CH3:22])[C:16]2[CH:21]=[CH:20][CH:19]=[CH:18][CH:17]=2)[N:3]=1.[NH:25]1[CH2:30][CH2:29][NH:28][CH2:27][CH2:26]1, predict the reaction product. The product is: [Cl:24][C:7]1[C:8]([NH:12][C:13](=[O:23])[CH2:14][C@@H:15]([CH3:22])[C:16]2[CH:21]=[CH:20][CH:19]=[CH:18][CH:17]=2)=[C:9]2[C:4](=[CH:5][CH:6]=1)[N:3]=[C:2]([N:25]1[CH2:30][CH2:29][NH:28][CH2:27][CH2:26]1)[CH:11]=[CH:10]2. (2) The product is: [CH3:27][O:26][C:23]1[CH:24]=[C:25]2[C:20](=[CH:21][C:22]=1[O:28][CH3:29])[N:19]=[CH:18][N:17]=[C:16]2[N:13]1[CH2:12][CH2:11][NH:10][C@H:9]([C:5]2[CH:6]=[CH:7][CH:8]=[C:3]([O:2][CH3:1])[CH:4]=2)[CH2:14]1. Given the reactants [CH3:1][O:2][C:3]1[CH:4]=[C:5]([C@@H:9]2[CH2:14][NH:13][CH2:12][CH2:11][NH:10]2)[CH:6]=[CH:7][CH:8]=1.Cl[C:16]1[C:25]2[C:20](=[CH:21][C:22]([O:28][CH3:29])=[C:23]([O:26][CH3:27])[CH:24]=2)[N:19]=[CH:18][N:17]=1, predict the reaction product.